Task: Regression/Classification. Given a drug SMILES string, predict its toxicity properties. Task type varies by dataset: regression for continuous values (e.g., LD50, hERG inhibition percentage) or binary classification for toxic/non-toxic outcomes (e.g., AMES mutagenicity, cardiotoxicity, hepatotoxicity). Dataset: ames.. Dataset: Ames mutagenicity test results for genotoxicity prediction (1) The molecule is Cc1ccccc1-c1nc2ccccc2o1. The result is 0 (non-mutagenic). (2) The molecule is COC(=O)c1ccc(C=O)cc1. The result is 0 (non-mutagenic). (3) The drug is Nc1ccc(-c2ccc(N)c(Cl)c2)c(Cl)c1. The result is 1 (mutagenic). (4) The drug is CN1CCN(c2c(F)cc3c(=O)c(C(=O)O)cn4c3c2OCN4C)CC1. The result is 1 (mutagenic). (5) The drug is CC(C)CCCCCOC(=O)c1ccccc1C(=O)OCCCCCC(C)C. The result is 0 (non-mutagenic). (6) The molecule is C=C(C)c1ccc(C)c2ccc(C=O)c-2c1. The result is 1 (mutagenic). (7) The compound is Cc1ccc(Cl)cc1N. The result is 0 (non-mutagenic). (8) The compound is CCN(CC)c1ccc(N=Nc2cccnc2)cc1. The result is 0 (non-mutagenic).